This data is from Peptide-MHC class II binding affinity with 134,281 pairs from IEDB. The task is: Regression. Given a peptide amino acid sequence and an MHC pseudo amino acid sequence, predict their binding affinity value. This is MHC class II binding data. The peptide sequence is PKGAPCRIPVIVADD. The MHC is DRB1_0404 with pseudo-sequence DRB1_0404. The binding affinity (normalized) is 0.